Task: Regression. Given two drug SMILES strings and cell line genomic features, predict the synergy score measuring deviation from expected non-interaction effect.. Dataset: NCI-60 drug combinations with 297,098 pairs across 59 cell lines (1) Drug 1: CCCCC(=O)OCC(=O)C1(CC(C2=C(C1)C(=C3C(=C2O)C(=O)C4=C(C3=O)C=CC=C4OC)O)OC5CC(C(C(O5)C)O)NC(=O)C(F)(F)F)O. Drug 2: CN(CC1=CN=C2C(=N1)C(=NC(=N2)N)N)C3=CC=C(C=C3)C(=O)NC(CCC(=O)O)C(=O)O. Cell line: LOX IMVI. Synergy scores: CSS=55.3, Synergy_ZIP=-4.06, Synergy_Bliss=-7.71, Synergy_Loewe=-6.60, Synergy_HSA=-3.02. (2) Drug 1: CC(C1=C(C=CC(=C1Cl)F)Cl)OC2=C(N=CC(=C2)C3=CN(N=C3)C4CCNCC4)N. Drug 2: C1=C(C(=O)NC(=O)N1)N(CCCl)CCCl. Cell line: PC-3. Synergy scores: CSS=15.8, Synergy_ZIP=-3.08, Synergy_Bliss=1.46, Synergy_Loewe=0.428, Synergy_HSA=2.93. (3) Drug 1: C1CC(C1)(C(=O)O)C(=O)O.[NH2-].[NH2-].[Pt+2]. Drug 2: CS(=O)(=O)CCNCC1=CC=C(O1)C2=CC3=C(C=C2)N=CN=C3NC4=CC(=C(C=C4)OCC5=CC(=CC=C5)F)Cl. Cell line: RPMI-8226. Synergy scores: CSS=18.7, Synergy_ZIP=-1.97, Synergy_Bliss=-2.23, Synergy_Loewe=-2.97, Synergy_HSA=-2.83. (4) Drug 1: C1C(C(OC1N2C=NC3=C(N=C(N=C32)Cl)N)CO)O. Drug 2: C1=NC2=C(N1)C(=S)N=CN2. Cell line: OVCAR-8. Synergy scores: CSS=58.7, Synergy_ZIP=-4.66, Synergy_Bliss=-3.35, Synergy_Loewe=0.0891, Synergy_HSA=2.04. (5) Synergy scores: CSS=30.2, Synergy_ZIP=-11.7, Synergy_Bliss=-7.99, Synergy_Loewe=-7.95, Synergy_HSA=-4.38. Cell line: SF-295. Drug 2: C1=NC2=C(N1)C(=S)N=CN2. Drug 1: CC(CN1CC(=O)NC(=O)C1)N2CC(=O)NC(=O)C2. (6) Drug 1: C1CCC(C1)C(CC#N)N2C=C(C=N2)C3=C4C=CNC4=NC=N3. Drug 2: COC1=C2C(=CC3=C1OC=C3)C=CC(=O)O2. Cell line: 786-0. Synergy scores: CSS=4.42, Synergy_ZIP=0.123, Synergy_Bliss=4.13, Synergy_Loewe=0.349, Synergy_HSA=2.68. (7) Drug 1: C1=NC(=NC(=O)N1C2C(C(C(O2)CO)O)O)N. Drug 2: CC1=C(N=C(N=C1N)C(CC(=O)N)NCC(C(=O)N)N)C(=O)NC(C(C2=CN=CN2)OC3C(C(C(C(O3)CO)O)O)OC4C(C(C(C(O4)CO)O)OC(=O)N)O)C(=O)NC(C)C(C(C)C(=O)NC(C(C)O)C(=O)NCCC5=NC(=CS5)C6=NC(=CS6)C(=O)NCCC[S+](C)C)O. Cell line: SF-268. Synergy scores: CSS=28.0, Synergy_ZIP=-8.72, Synergy_Bliss=-2.22, Synergy_Loewe=-2.03, Synergy_HSA=0.0797.